From a dataset of Reaction yield outcomes from USPTO patents with 853,638 reactions. Predict the reaction yield, written as a fraction of the theoretical maximum amount of product (1.0 means a 100% yield; for example, 0.34 means a 34% yield). The reactants are [CH3:1][C:2]1[C:6]([CH2:7][N:8]2[CH:12]=[C:11]([N:13]3[C:17](=[O:18])[CH2:16][NH:15][C:14]3=[O:19])[CH:10]=[N:9]2)=[C:5]([CH3:20])[O:4][N:3]=1.[O:21]1[C:25]2[CH:26]=[CH:27][C:28]([CH2:30]O)=[CH:29][C:24]=2[O:23][CH2:22]1. No catalyst specified. The product is [O:21]1[C:25]2[CH:26]=[CH:27][C:28]([CH2:30][N:15]3[CH2:16][C:17](=[O:18])[N:13]([C:11]4[CH:10]=[N:9][N:8]([CH2:7][C:6]5[C:2]([CH3:1])=[N:3][O:4][C:5]=5[CH3:20])[CH:12]=4)[C:14]3=[O:19])=[CH:29][C:24]=2[O:23][CH2:22]1. The yield is 0.190.